From a dataset of Reaction yield outcomes from USPTO patents with 853,638 reactions. Predict the reaction yield, written as a fraction of the theoretical maximum amount of product (1.0 means a 100% yield; for example, 0.34 means a 34% yield). (1) The reactants are [Br:1][C:2]1[CH:7]=[CH:6][C:5]([CH2:8][C:9]([C:11]2[CH:16]=[CH:15][CH:14]=[CH:13][CH:12]=2)=O)=[CH:4][CH:3]=1.[CH2:17]([O:19][C:20]1[CH:21]=[C:22]([CH:25]=[C:26]([N+:29]([O-:31])=[O:30])[C:27]=1[OH:28])[CH:23]=O)[CH3:18].[NH2:32][C:33]([NH2:35])=[O:34].Cl. The catalyst is C(O)C. The product is [Br:1][C:2]1[CH:7]=[CH:6][C:5]([C:8]2[CH:23]([C:22]3[CH:25]=[C:26]([N+:29]([O-:31])=[O:30])[C:27]([OH:28])=[C:20]([O:19][CH2:17][CH3:18])[CH:21]=3)[NH:32][C:33](=[O:34])[NH:35][C:9]=2[C:11]2[CH:16]=[CH:15][CH:14]=[CH:13][CH:12]=2)=[CH:4][CH:3]=1. The yield is 0.165. (2) The reactants are [NH2:1][C:2]1[N:7]=[C:6]2[NH:8][CH:9]=[CH:10][C:5]2=[C:4]([C:11]#[C:12][C:13]2[N:17]3[N:18]=[C:19]([C:22]4[CH:27]=[CH:26][C:25]([C:28]([N:30]5[CH2:35][CH2:34][O:33][CH2:32][CH2:31]5)=[O:29])=[CH:24][CH:23]=4)[CH:20]=[CH:21][C:16]3=[N:15][CH:14]=2)[CH:3]=1.[H-].[Na+].[CH2:38](Br)[C:39]1[CH:44]=[CH:43][CH:42]=[CH:41][CH:40]=1. The catalyst is CN(C=O)C. The product is [CH2:38]([NH:1][C:2]1[N:7]=[C:6]2[NH:8][CH:9]=[CH:10][C:5]2=[C:4]([C:11]#[C:12][C:13]2[N:17]3[N:18]=[C:19]([C:22]4[CH:27]=[CH:26][C:25]([C:28]([N:30]5[CH2:31][CH2:32][O:33][CH2:34][CH2:35]5)=[O:29])=[CH:24][CH:23]=4)[CH:20]=[CH:21][C:16]3=[N:15][CH:14]=2)[CH:3]=1)[C:39]1[CH:44]=[CH:43][CH:42]=[CH:41][CH:40]=1. The yield is 0.990. (3) The reactants are C([N-]C(C)C)(C)C.[Li+].[CH2:9]([O:11][C:12](=[O:23])[CH2:13][C:14]1[CH:19]=[CH:18][C:17]([N+:20]([O-:22])=[O:21])=[CH:16][CH:15]=1)[CH3:10].I[CH2:25][CH:26]1[CH2:30][CH2:29][CH2:28][CH2:27]1. The yield is 0.772. The catalyst is O1CCCC1.CN(C)P(N(C)C)(N(C)C)=O.CN(C)P(N(C)C)(N(C)C)=O. The product is [CH2:9]([O:11][C:12](=[O:23])[CH:13]([C:14]1[CH:19]=[CH:18][C:17]([N+:20]([O-:22])=[O:21])=[CH:16][CH:15]=1)[CH2:25][CH:26]1[CH2:30][CH2:29][CH2:28][CH2:27]1)[CH3:10]. (4) The yield is 0.238. The reactants are [C:1]([NH:4][C:5]1[C:13]([Cl:14])=[CH:12][C:8]([C:9]([OH:11])=O)=[C:7]([O:15][CH3:16])[CH:6]=1)(=[O:3])[CH3:2].FC(F)(F)[C:19]1[CH:20]=[C:21]([CH:23]=[C:24]([C:26]([F:29])([F:28])[F:27])[CH:25]=1)[NH2:22]. No catalyst specified. The product is [C:1]([NH:4][C:5]1[C:13]([Cl:14])=[CH:12][C:8]([C:9]([NH:22][C:21]2[C:20]([C:26]([F:29])([F:28])[F:27])=[CH:19][CH:25]=[C:24]([C:26]([F:27])([F:28])[F:29])[CH:23]=2)=[O:11])=[C:7]([O:15][CH3:16])[CH:6]=1)(=[O:3])[CH3:2]. (5) The reactants are [F:1][C:2]1[CH:3]=[C:4]([C@H:9]2[CH2:14][C@@H:13]([CH2:15][F:16])[CH2:12][CH2:11][N:10]2C(OCC2C=CC=CC=2)=O)[CH:5]=[CH:6][C:7]=1[F:8].[H][H]. The catalyst is [Pd].C(OCC)(=O)C. The product is [F:1][C:2]1[CH:3]=[C:4]([C@H:9]2[CH2:14][C@@H:13]([CH2:15][F:16])[CH2:12][CH2:11][NH:10]2)[CH:5]=[CH:6][C:7]=1[F:8]. The yield is 0.730. (6) The reactants are C(Cl)(=O)C(Cl)=O.[CH2:7]([N:14]1[C:22]2[C:17](=[CH:18][CH:19]=[CH:20][CH:21]=2)[C:16]([C:23]([OH:25])=O)=[CH:15]1)[C:8]1[CH:13]=[CH:12][CH:11]=[CH:10][CH:9]=1.[NH2:26][C:27]1[CH:32]=[CH:31][CH:30]=[C:29]([C:33]([CH:35]2[CH2:40][CH2:39][N:38]([CH3:41])[CH2:37][CH2:36]2)=[O:34])[N:28]=1.C([O-])([O-])=O.[Na+].[Na+]. The catalyst is N1C=CC=CC=1.CC#N.C(Cl)(Cl)Cl. The product is [CH2:7]([N:14]1[C:22]2[C:17](=[CH:18][CH:19]=[CH:20][CH:21]=2)[C:16]([C:23]([NH:26][C:27]2[CH:32]=[CH:31][CH:30]=[C:29]([C:33]([CH:35]3[CH2:40][CH2:39][N:38]([CH3:41])[CH2:37][CH2:36]3)=[O:34])[N:28]=2)=[O:25])=[CH:15]1)[C:8]1[CH:9]=[CH:10][CH:11]=[CH:12][CH:13]=1. The yield is 0.510. (7) The reactants are CC1C=CC(S(O[CH2:12][C@H:13]2[CH:22]=[CH:21][C:20]3[C:15](=[C:16]([C:23]4[C:28]([Cl:29])=[CH:27][CH:26]=[CH:25][C:24]=4[Cl:30])[CH:17]=[CH:18][CH:19]=3)[O:14]2)(=O)=O)=CC=1.[N-:31]=[N+:32]=[N-:33].[Na+]. The catalyst is CS(C)=O. The product is [N:31]([CH2:12][C@H:13]1[CH:22]=[CH:21][C:20]2[C:15](=[C:16]([C:23]3[C:28]([Cl:29])=[CH:27][CH:26]=[CH:25][C:24]=3[Cl:30])[CH:17]=[CH:18][CH:19]=2)[O:14]1)=[N+:32]=[N-:33]. The yield is 0.670. (8) The reactants are I[CH3:2].[CH3:3][NH:4][C:5]([N:7]1[CH2:12][CH2:11][O:10][CH2:9][CH:8]1[C:13]1[CH:17]=[C:16]([C:18]2[CH:23]=[CH:22][CH:21]=[C:20]([Cl:24])[CH:19]=2)[O:15][N:14]=1)=[S:6]. The catalyst is CO.C(=O)(O)[O-].[Na+]. The product is [CH3:2][S:6][C:5]([N:7]1[CH2:12][CH2:11][O:10][CH2:9][CH:8]1[C:13]1[CH:17]=[C:16]([C:18]2[CH:23]=[CH:22][CH:21]=[C:20]([Cl:24])[CH:19]=2)[O:15][N:14]=1)=[N:4][CH3:3]. The yield is 1.00. (9) The reactants are CN1CCOCC1.[F:8][C:9]([F:29])([F:28])[C:10]1[N:18]2[C:13]([C:14]3([CH2:27][CH2:26][NH:25][CH2:24][CH2:23]3)[O:15][C:16]3[CH:22]=[CH:21][CH:20]=[CH:19][C:17]=32)=[CH:12][CH:11]=1.[C:30]([S:34]([C:36]1[CH:44]=[CH:43][C:39]([C:40](O)=[O:41])=[CH:38][CH:37]=1)=[O:35])([CH3:33])([CH3:32])[CH3:31].CCN=C=NCCCN(C)C.ON1C2C=CC=CC=2N=N1. The catalyst is CN(C=O)C. The product is [C:30]([S:34]([C:36]1[CH:37]=[CH:38][C:39]([C:40]([N:25]2[CH2:24][CH2:23][C:14]3([C:13]4=[CH:12][CH:11]=[C:10]([C:9]([F:8])([F:28])[F:29])[N:18]4[C:17]4[CH:19]=[CH:20][CH:21]=[CH:22][C:16]=4[O:15]3)[CH2:27][CH2:26]2)=[O:41])=[CH:43][CH:44]=1)=[O:35])([CH3:33])([CH3:31])[CH3:32]. The yield is 0.440. (10) The product is [Br:23][C:24]1[S:28][C:27]([C:29]([NH:31][C:32]([NH:53][C:52]2[CH:54]=[CH:55][C:49]([O:48][C:39]3[C:38]4[C:43](=[CH:44][C:45]([O:46][CH3:47])=[C:36]([O:35][CH3:34])[CH:37]=4)[N:42]=[CH:41][CH:40]=3)=[CH:50][C:51]=2[CH3:56])=[S:33])=[O:30])=[CH:26][CH:25]=1. The yield is 0.650. The reactants are S(Cl)(Cl)=O.BrC1SC(C(O)=O)=CC=1.BrC1SC(C(Cl)=O)=CC=1.[Br:23][C:24]1[S:28][C:27]([C:29]([N:31]=[C:32]=[S:33])=[O:30])=[CH:26][CH:25]=1.[CH3:34][O:35][C:36]1[CH:37]=[C:38]2[C:43](=[CH:44][C:45]=1[O:46][CH3:47])[N:42]=[CH:41][CH:40]=[C:39]2[O:48][C:49]1[CH:55]=[CH:54][C:52]([NH2:53])=[C:51]([CH3:56])[CH:50]=1. The catalyst is C(O)C.C1(C)C=CC=CC=1.